Dataset: Full USPTO retrosynthesis dataset with 1.9M reactions from patents (1976-2016). Task: Predict the reactants needed to synthesize the given product. (1) Given the product [ClH:25].[NH2:27][CH2:28][CH2:29][O:30][N:31]=[C:19]1[CH2:18][CH2:17][C@@:16]2([CH3:23])[CH:21]([C@@H:4]([CH2:3][O:2][CH3:1])[CH2:5][C@@H:6]3[C@@H:15]2[CH2:14][CH2:13][C@@:11]2([CH3:12])[C@H:7]3[CH2:8][CH2:9][C:10]2=[O:24])[CH2:20]1, predict the reactants needed to synthesize it. The reactants are: [CH3:1][O:2][CH2:3][C@@H:4]1[CH:21]2[C@:16]([CH3:23])([CH2:17][CH2:18][C:19](=O)[CH2:20]2)[C@@H:15]2[C@H:6]([C@H:7]3[C@@:11]([CH2:13][CH2:14]2)([CH3:12])[C:10](=[O:24])[CH2:9][CH2:8]3)[CH2:5]1.[ClH:25].Cl.[NH2:27][CH2:28][CH2:29][O:30][NH2:31]. (2) The reactants are: [Li+].C[Si]([N-][Si](C)(C)C)(C)C.[F:11][C:12]1[CH:25]=[CH:24][CH:23]=[C:22]([F:26])[C:13]=1[C:14]([NH:16][C:17]1[CH:21]=[CH:20][NH:19][N:18]=1)=[O:15].Br[CH2:28][C:29]1[CH:30]=[C:31]([CH:36]=[CH:37][C:38]=1[Cl:39])[C:32]([O:34][CH3:35])=[O:33].[Cl-].[NH4+]. Given the product [Cl:39][C:38]1[CH:37]=[CH:36][C:31]([C:32]([O:34][CH3:35])=[O:33])=[CH:30][C:29]=1[CH2:28][N:19]1[CH:20]=[CH:21][C:17]([NH:16][C:14]([C:13]2[C:22]([F:26])=[CH:23][CH:24]=[CH:25][C:12]=2[F:11])=[O:15])=[N:18]1, predict the reactants needed to synthesize it. (3) Given the product [F:32][C:29]([F:31])([F:30])[C:26]1[CH:25]=[CH:24][C:23]([S:20]([NH:19][CH2:18][CH2:17][CH2:16][N:7]2[C:8]3[CH:15]=[CH:14][CH:13]=[CH:12][C:9]=3[CH2:10][CH2:11][C:5]3[CH:4]=[CH:3][C:2]([NH:35][C:34](=[O:41])[O:36][C:37]([CH3:40])([CH3:39])[CH3:38])=[CH:33][C:6]2=3)(=[O:22])=[O:21])=[CH:28][CH:27]=1, predict the reactants needed to synthesize it. The reactants are: Cl[C:2]1[CH:3]=[CH:4][C:5]2[CH2:11][CH2:10][C:9]3[CH:12]=[CH:13][CH:14]=[CH:15][C:8]=3[N:7]([CH2:16][CH2:17][CH2:18][NH:19][S:20]([C:23]3[CH:28]=[CH:27][C:26]([C:29]([F:32])([F:31])[F:30])=[CH:25][CH:24]=3)(=[O:22])=[O:21])[C:6]=2[CH:33]=1.[C:34](=[O:41])([O:36][C:37]([CH3:40])([CH3:39])[CH3:38])[NH2:35].C(=O)([O-])[O-].[Cs+].[Cs+]. (4) Given the product [N:1]1[CH:6]=[CH:5][CH:4]=[CH:3][C:2]=1[N:7]1[CH2:12][CH2:11][N:10]([C:13](=[O:28])[C:14]([C:16]2[C:24]3[C:19](=[C:20]([C:30]4[S:29][CH:33]=[CH:32][N:31]=4)[N:21]=[CH:22][C:23]=3[O:25][CH3:26])[NH:18][CH:17]=2)=[O:15])[CH2:9][CH2:8]1, predict the reactants needed to synthesize it. The reactants are: [N:1]1[CH:6]=[CH:5][CH:4]=[CH:3][C:2]=1[N:7]1[CH2:12][CH2:11][N:10]([C:13](=[O:28])[C:14]([C:16]2[C:24]3[C:19](=[C:20](Cl)[N:21]=[CH:22][C:23]=3[O:25][CH3:26])[NH:18][CH:17]=2)=[O:15])[CH2:9][CH2:8]1.[S:29]1[CH:33]=[CH:32][N:31]=[C:30]1[Sn](CCCC)(CCCC)CCCC. (5) Given the product [CH2:25]([C@H:6]1[CH2:7][N:8]([C:11]2[CH:16]=[CH:15][C:14]([O:17][CH3:18])=[C:13]([O:19][CH:20]3[CH2:21][CH2:22][CH2:23][CH2:24]3)[CH:12]=2)[CH2:9][CH2:10][N:5]1[CH2:4][CH2:3][OH:2])[C:26]1[CH:27]=[CH:28][CH:29]=[CH:30][CH:31]=1, predict the reactants needed to synthesize it. The reactants are: C[O:2][C:3](=O)[CH2:4][N:5]1[CH2:10][CH2:9][N:8]([C:11]2[CH:16]=[CH:15][C:14]([O:17][CH3:18])=[C:13]([O:19][CH:20]3[CH2:24][CH2:23][CH2:22][CH2:21]3)[CH:12]=2)[CH2:7][C@@H:6]1[CH2:25][C:26]1[CH:31]=[CH:30][CH:29]=[CH:28][CH:27]=1.[H-].[Al+3].[Li+].[H-].[H-].[H-].